From a dataset of Cav3 T-type calcium channel HTS with 100,875 compounds. Binary Classification. Given a drug SMILES string, predict its activity (active/inactive) in a high-throughput screening assay against a specified biological target. (1) The molecule is s1\c(n(c(c2ccc(OC)cc2)c1)CC=C)=N/c1c(n(n(c1=O)c1ccccc1)C)C. The result is 0 (inactive). (2) The drug is O=c1n(c(=O)n(c2nc(n(CCCc3ccccc3)c12)CN(Cc1ccccc1)C)C)C. The result is 0 (inactive). (3) The result is 0 (inactive). The drug is Clc1c(NC(=O)C)cc(S(=O)(=O)C(F)(F)F)cc1.